From a dataset of Full USPTO retrosynthesis dataset with 1.9M reactions from patents (1976-2016). Predict the reactants needed to synthesize the given product. (1) Given the product [CH:27]1([NH:26][N:23]2[C:24](=[O:25])[C:19]([C:14]3[NH:13][C:12]4[CH:37]=[CH:38][C:9]([OH:8])=[CH:10][C:11]=4[S:16](=[O:18])(=[O:17])[N:15]=3)=[C:20]([OH:36])[C:21]3[S:35][CH:34]=[CH:33][C:22]2=3)[CH2:28][CH2:29][CH2:30][CH2:31][CH2:32]1, predict the reactants needed to synthesize it. The reactants are: C([O:8][C:9]1[CH:38]=[CH:37][C:12]2[NH:13][C:14]([C:19]3[C:24](=[O:25])[N:23]([NH:26][CH:27]4[CH2:32][CH2:31][CH2:30][CH2:29][CH2:28]4)[C:22]4[CH:33]=[CH:34][S:35][C:21]=4[C:20]=3[OH:36])=[N:15][S:16](=[O:18])(=[O:17])[C:11]=2[CH:10]=1)C1C=CC=CC=1.I[Si](C)(C)C. (2) Given the product [BrH:3].[CH3:10][C@@:6]1([C:5]([F:12])([F:11])[F:4])[CH2:7][NH:8][C:2]([NH2:1])=[N:9]1, predict the reactants needed to synthesize it. The reactants are: [N:1]#[C:2][Br:3].[F:4][C:5]([F:12])([F:11])[C@@:6]([CH3:10])([NH2:9])[CH2:7][NH2:8].C(O)C. (3) Given the product [OH:16][CH2:15][C@@H:13]([N:12]1[C:1](=[O:11])[C:2]2[C:3](=[CH:7][CH:8]=[CH:9][CH:10]=2)[C:4]1=[O:6])[CH3:14], predict the reactants needed to synthesize it. The reactants are: [C:1]1(=[O:11])[O:6][C:4](=O)[C:3]2=[CH:7][CH:8]=[CH:9][CH:10]=[C:2]12.[NH2:12][C@H:13]([CH2:15][OH:16])[CH3:14].CCN(C(C)C)C(C)C.O.